Task: Predict the reaction yield, written as a fraction of the theoretical maximum amount of product (1.0 means a 100% yield; for example, 0.34 means a 34% yield).. Dataset: Reaction yield outcomes from USPTO patents with 853,638 reactions (1) The catalyst is C1COCC1.ClCCl. The reactants are [NH2:1][C:2]1[C:10]([CH3:11])=[CH:9][CH:8]=[CH:7][C:3]=1[C:4]([OH:6])=[O:5].C(N(C(C)C)CC)(C)C.Cl[C:22](Cl)([O:24]C(=O)OC(Cl)(Cl)Cl)Cl. The product is [CH3:11][C:10]1[C:2]2[NH:1][C:22](=[O:24])[O:5][C:4](=[O:6])[C:3]=2[CH:7]=[CH:8][CH:9]=1. The yield is 0.940. (2) The reactants are [Br:1][C:2]1[CH:16]=[C:15](/[CH:17]=[CH:18]/[CH:19]([C:24]2[CH:29]=[C:28]([Cl:30])[C:27]([Cl:31])=[C:26]([Cl:32])[CH:25]=2)[C:20]([F:23])([F:22])[F:21])[CH:14]=[CH:13][C:3]=1[C:4]([NH:6][CH:7]1[CH2:12][CH2:11][NH:10][CH2:9][CH2:8]1)=[O:5].[C:33](Cl)(=[O:35])[CH3:34]. The catalyst is C(Cl)Cl. The product is [C:33]([N:10]1[CH2:11][CH2:12][CH:7]([NH:6][C:4](=[O:5])[C:3]2[CH:13]=[CH:14][C:15](/[CH:17]=[CH:18]/[CH:19]([C:24]3[CH:25]=[C:26]([Cl:32])[C:27]([Cl:31])=[C:28]([Cl:30])[CH:29]=3)[C:20]([F:23])([F:21])[F:22])=[CH:16][C:2]=2[Br:1])[CH2:8][CH2:9]1)(=[O:35])[CH3:34]. The yield is 0.500.